From a dataset of Forward reaction prediction with 1.9M reactions from USPTO patents (1976-2016). Predict the product of the given reaction. The product is: [Cl:1][C:2]1[CH:10]=[C:9]([N:11]2[CH2:15][CH2:14][CH2:13][CH2:12]2)[CH:8]=[CH:7][C:3]=1[C:4]([NH:11][C:9]1[CH:8]=[CH:7][CH:21]=[CH:20][C:19]=1[CH:18]=[O:22])=[O:6]. Given the reactants [Cl:1][C:2]1[CH:10]=[C:9]([N:11]2[CH2:15][CH2:14][CH2:13][CH2:12]2)[CH:8]=[CH:7][C:3]=1[C:4]([OH:6])=O.CN1[CH2:21][CH2:20][CH2:19][C:18]1=[O:22], predict the reaction product.